Dataset: Experimentally validated miRNA-target interactions with 360,000+ pairs, plus equal number of negative samples. Task: Binary Classification. Given a miRNA mature sequence and a target amino acid sequence, predict their likelihood of interaction. (1) The miRNA is hsa-miR-1234-3p with sequence UCGGCCUGACCACCCACCCCAC. The protein sequence of the target gene is MVQLAPAAAMDEVTFRSDTVLSDVHLYTPNHRHLMVRLNSVGQPVFLSQFKLLWSQDSWTDSGAKGGSHRDVHTKEPPSAETGSTGSPPGSGHGNEGFSLQAGTDTTGQEVAEAQLDEDGDLDVVRRPRAASDSNPAGPLRDKVHPMILAQEEDDVLGEEAQGSPHDIIRIEHTMATPLEDVGKQVWRGALLLADYILFRQDLFRGCTALELGAGTGLASIIAATMARTVYCTDVGADLLSMCQRNIALNSHLAATGGGIVRVKELDWLKDDLCTDPKVPFSWSQEEISDLYDHTTILFA.... Result: 1 (interaction). (2) The miRNA is mmu-miR-298-5p with sequence GGCAGAGGAGGGCUGUUCUUCCC. The protein sequence of the target gene is MKTPFGKAAAGQRSRTGAGHGSVSVTMIKRKAAHKKHRSRPTSQPRGNIVGCRIQHGWKDGDEPLTQWKGTVLDQVPVNPSLYLIKYDGFDCVYGLELHRDERVSSLEVLPNRVASSRISDTHLAEIMVGKAVEHIFETEEGSKNEWRGMVLAQAPVMNTWFYITYEKDPVLYMYQLLDDYKDGDLRILQDSNDSPLAEREPGEVIDSLVGKQVEYAKDDGSKRTGMVIHQVEAKPSVYFIKFDDDFHIYVYDLVKTS. Result: 0 (no interaction). (3) The miRNA is hsa-miR-939-5p with sequence UGGGGAGCUGAGGCUCUGGGGGUG. The protein sequence of the target gene is MITLITEQLQKQTLDELKCTRFSISLPLPDHADISNCGNSFQLVSEGASWRGLPHCSCAEFQDSLNFSYHPSGLSLHLRPPSRGNSPKEQPFSQVLRPEPPDPEKLPVPPAPPSKRHCRSLSVPVDLSRWQPVWRPAPSKLWTPIKHRGSGGGGGPQVPHQSPPKRVSSLRFLQAPSASSQCAPAHRPYSPPFFSLALAQDSSRPCAASPQSGSWESDAESLSPCPPQRRFSLSPSLGPQASRFLPSARSSPASSPELPWRPRGLRNLPRSRSQPCDLDARKTGVKRRHEEDPRRLRPSL.... Result: 1 (interaction). (4) The miRNA is hsa-miR-361-5p with sequence UUAUCAGAAUCUCCAGGGGUAC. The protein sequence of the target gene is MLQTPESRGLPVPQAEGEKDGGHDGETRAPTASQERPKEELGAGREEGAAEPALTRKGARALAAKALARRRAYRRLNRTVAELVQFLLVKDKKKSPITRSEMVKYVIGDLKILFPDIIARAAEHLRYVFGFELKQFDRKHHTYILINKLKPLEEEEEEDLGGDGPRLGLLMMILGLIYMRGNSAREAQVWEMLRRLGVQPSKYHFLFGYPKRLIMEDFVQQRYLSYRRVPHTNPPEYEFSWGPRSNLEISKMEVLGFVAKLHKKEPQHWPVQYREALADEADRARAKARAEASMRARASA.... Result: 1 (interaction). (5) The miRNA is rno-miR-126a-3p with sequence UCGUACCGUGAGUAAUAAUGCG. The protein sequence of the target gene is MAAEAWLWRWGWGWGQRCPGRPGLPGPGPSPTTFLHLLLLLGPVAADITDGNSEHLKREHSLIKPYQGVGSSSMPLWDFQGSTMLTSQYVRLTPDERSKEGSIWNHQPCFLKDWEMHVHFKVHGTGKKNLHGDGIALWYTRDRLVPGPVFGSKDNFHGLAIFLDTYPNDETTERVFPYISVMVNNGSLSYDHSKDGRWSELAGCTADFRNRDHDTFLAVRYSRGRLTVMTDLEDKNEWKNCIDITGVRLPTGYYFGASAGTGDLSDNHDIISIKLFQLTVERTPEEESIDWTKIEPGVNF.... Result: 0 (no interaction). (6) The miRNA is hsa-miR-7111-5p with sequence UGGGGGAGGAAGGACAGGCCAU. The protein sequence of the target gene is MLSPQRVAAAASRGADDAMESSKPGPVQVVLVQKDQHSFELDEKALASILLQDHIRDLDVVVVSVAGAFRKGKSFILDFMLRYLYSQKESGHSNWLGDPEEPLTGFSWRGGSDPETTGIQIWSEVFTVEKPGGKKVAVVLMDTQGAFDSQSTVKDCATIFALSTMTSSVQIYNLSQNIQEDDLQQLQLFTEYGRLAMDEIFQKPFQTLMFLVRDWSFPYEYSYGLQGGMAFLDKRLQVKEHQHEEIQNVRNHIHSCFSDVTCFLLPHPGLQVATSPDFDGKLKDIAGEFKEQLQALIPYV.... Result: 1 (interaction). (7) The miRNA is mmu-miR-149-5p with sequence UCUGGCUCCGUGUCUUCACUCCC. The protein sequence of the target gene is MTSVAKVYYSQTTQTESRPLVAPGIRRRRVLTKDGRSNVRMEHIADKRFLYLKDLWTTFIDMQWRYKLLLFSATFAGTWFLFGVVWYLVAVAHGDLLELGPPANHTPCVVQVHTLTGAFLFSLESQTTIGYGFRYISEECPLAIVLLIAQLVLTTILEIFITGTFLAKIARPKKRAETIRFSQHAVVASHNGKPCLMIRVANMRKSLLIGCQVTGKLLQTHQTKEGENIRLNQVNVTFQVDTASDSPFLILPLTFYHVVDETSPLKDLPLRSGEGDFELVLILSGTVESTSATCQVRTSY.... Result: 1 (interaction). (8) The miRNA is hsa-miR-4699-5p with sequence AGAAGAUUGCAGAGUAAGUUCC. The protein sequence of the target gene is MPGIVVFRRRWSVGSDDLVLPAIFLFLLHTTWFVILSVVLFGLVYNPHEACSLNLVDHGRGYLGILLSCMIAEMAIIWLSMRGGILYTEPRDSMQYVLYVRLAILVIEFIYAIVGIVWLTQYYTSCNDLTAKNVTLGMVVCNWVVILSVCITVLCVFDPTGRTFVKLRATKRRQRNLRTYNLRHRLEEGQATSWSRRLKVFLCCTRTKDSQSDAYSEIAYLFAEFFRDLDIVPSDIIAGLVLLRQRQRAKRNAVLDEANNDILAFLSGMPVTRNTKYLDLKNSHEMLRYKEVCYYMLFAL.... Result: 0 (no interaction).